This data is from NCI-60 drug combinations with 297,098 pairs across 59 cell lines. The task is: Regression. Given two drug SMILES strings and cell line genomic features, predict the synergy score measuring deviation from expected non-interaction effect. (1) Drug 1: C1=CC(=CC=C1CC(C(=O)O)N)N(CCCl)CCCl.Cl. Drug 2: C1=CC(=CC=C1C#N)C(C2=CC=C(C=C2)C#N)N3C=NC=N3. Cell line: RPMI-8226. Synergy scores: CSS=18.8, Synergy_ZIP=-4.02, Synergy_Bliss=6.81, Synergy_Loewe=-7.75, Synergy_HSA=1.02. (2) Drug 1: C1=C(C(=O)NC(=O)N1)F. Drug 2: C(CN)CNCCSP(=O)(O)O. Cell line: SF-268. Synergy scores: CSS=27.3, Synergy_ZIP=1.40, Synergy_Bliss=2.22, Synergy_Loewe=-7.86, Synergy_HSA=1.68. (3) Drug 1: C1=CC(=CC=C1C#N)C(C2=CC=C(C=C2)C#N)N3C=NC=N3. Drug 2: C1CN1C2=NC(=NC(=N2)N3CC3)N4CC4. Cell line: MDA-MB-435. Synergy scores: CSS=6.41, Synergy_ZIP=1.00, Synergy_Bliss=2.12, Synergy_Loewe=-0.0857, Synergy_HSA=-1.16. (4) Drug 1: CC1=C(C=C(C=C1)NC2=NC=CC(=N2)N(C)C3=CC4=NN(C(=C4C=C3)C)C)S(=O)(=O)N.Cl. Drug 2: CC1=C(N=C(N=C1N)C(CC(=O)N)NCC(C(=O)N)N)C(=O)NC(C(C2=CN=CN2)OC3C(C(C(C(O3)CO)O)O)OC4C(C(C(C(O4)CO)O)OC(=O)N)O)C(=O)NC(C)C(C(C)C(=O)NC(C(C)O)C(=O)NCCC5=NC(=CS5)C6=NC(=CS6)C(=O)NCCC[S+](C)C)O. Cell line: 786-0. Synergy scores: CSS=3.44, Synergy_ZIP=-1.73, Synergy_Bliss=-2.90, Synergy_Loewe=-31.0, Synergy_HSA=-2.23. (5) Drug 1: CC1C(C(=O)NC(C(=O)N2CCCC2C(=O)N(CC(=O)N(C(C(=O)O1)C(C)C)C)C)C(C)C)NC(=O)C3=C4C(=C(C=C3)C)OC5=C(C(=O)C(=C(C5=N4)C(=O)NC6C(OC(=O)C(N(C(=O)CN(C(=O)C7CCCN7C(=O)C(NC6=O)C(C)C)C)C)C(C)C)C)N)C. Drug 2: C1=NC2=C(N=C(N=C2N1C3C(C(C(O3)CO)O)O)F)N. Cell line: SNB-75. Synergy scores: CSS=8.12, Synergy_ZIP=-1.91, Synergy_Bliss=1.82, Synergy_Loewe=-5.75, Synergy_HSA=1.47. (6) Drug 1: CC1C(C(CC(O1)OC2CC(OC(C2O)C)OC3=CC4=CC5=C(C(=O)C(C(C5)C(C(=O)C(C(C)O)O)OC)OC6CC(C(C(O6)C)O)OC7CC(C(C(O7)C)O)OC8CC(C(C(O8)C)O)(C)O)C(=C4C(=C3C)O)O)O)O. Drug 2: C(CCl)NC(=O)N(CCCl)N=O. Cell line: BT-549. Synergy scores: CSS=60.3, Synergy_ZIP=0.741, Synergy_Bliss=2.01, Synergy_Loewe=-19.1, Synergy_HSA=0.461. (7) Drug 1: CC1=C(C=C(C=C1)NC(=O)C2=CC=C(C=C2)CN3CCN(CC3)C)NC4=NC=CC(=N4)C5=CN=CC=C5. Drug 2: N.N.Cl[Pt+2]Cl. Cell line: PC-3. Synergy scores: CSS=44.5, Synergy_ZIP=1.12, Synergy_Bliss=2.18, Synergy_Loewe=-5.58, Synergy_HSA=0.897. (8) Drug 1: C1CC(C1)(C(=O)O)C(=O)O.[NH2-].[NH2-].[Pt+2]. Drug 2: CC1=C(N=C(N=C1N)C(CC(=O)N)NCC(C(=O)N)N)C(=O)NC(C(C2=CN=CN2)OC3C(C(C(C(O3)CO)O)O)OC4C(C(C(C(O4)CO)O)OC(=O)N)O)C(=O)NC(C)C(C(C)C(=O)NC(C(C)O)C(=O)NCCC5=NC(=CS5)C6=NC(=CS6)C(=O)NCCC[S+](C)C)O. Cell line: U251. Synergy scores: CSS=45.3, Synergy_ZIP=-2.72, Synergy_Bliss=-1.65, Synergy_Loewe=-8.10, Synergy_HSA=4.08. (9) Drug 1: C1=CC=C(C=C1)NC(=O)CCCCCCC(=O)NO. Drug 2: COC1=C2C(=CC3=C1OC=C3)C=CC(=O)O2. Cell line: OVCAR-5. Synergy scores: CSS=16.1, Synergy_ZIP=-6.28, Synergy_Bliss=-1.31, Synergy_Loewe=-20.9, Synergy_HSA=-3.02.